Dataset: Forward reaction prediction with 1.9M reactions from USPTO patents (1976-2016). Task: Predict the product of the given reaction. (1) Given the reactants C(=O)(O)[O-].[Na+].[N:6]#[C:7]Br.[Si:9]([O:16][CH2:17][CH2:18][NH:19][C:20]1[CH:45]=[CH:44][C:23]([CH2:24][N:25]2[C:33](=[O:34])[C:32]3[C:27](=[CH:28][CH:29]=[CH:30][C:31]=3[NH:35][C:36]([C:38]3[S:39][C:40]([Cl:43])=[CH:41][CH:42]=3)=[O:37])[CH2:26]2)=[CH:22][CH:21]=1)([C:12]([CH3:15])([CH3:14])[CH3:13])([CH3:11])[CH3:10].O.ClCCl, predict the reaction product. The product is: [Si:9]([O:16][CH2:17][CH2:18][N:19]([C:7]#[N:6])[C:20]1[CH:21]=[CH:22][C:23]([CH2:24][N:25]2[C:33](=[O:34])[C:32]3[C:27](=[CH:28][CH:29]=[CH:30][C:31]=3[NH:35][C:36]([C:38]3[S:39][C:40]([Cl:43])=[CH:41][CH:42]=3)=[O:37])[CH2:26]2)=[CH:44][CH:45]=1)([C:12]([CH3:15])([CH3:13])[CH3:14])([CH3:11])[CH3:10]. (2) Given the reactants [F:1][C:2]1[C:11]2[O:10][CH2:9][CH:8]([CH2:12]OS(C3C=CC(C)=CC=3)(=O)=O)[O:7][C:6]=2[CH:5]=[C:4]([S:24]([CH3:27])(=[O:26])=[O:25])[CH:3]=1.[NH:28]1[CH2:31][CH2:30][CH2:29]1, predict the reaction product. The product is: [F:1][C:2]1[C:11]2[O:10][CH2:9][CH:8]([CH2:12][N:28]3[CH2:31][CH2:30][CH2:29]3)[O:7][C:6]=2[CH:5]=[C:4]([S:24]([CH3:27])(=[O:25])=[O:26])[CH:3]=1. (3) Given the reactants C[O:2][C:3]([C:5]1[CH:48]=[CH:47][C:8]2[N:9]([CH2:39][O:40][CH2:41][CH2:42][Si:43]([CH3:46])([CH3:45])[CH3:44])[C:10]([N:12]([CH2:21][CH:22]3[CH2:27][CH2:26][N:25]([CH2:28][C:29]4[C:38]5[C:33](=[CH:34][CH:35]=[CH:36][CH:37]=5)[CH:32]=[CH:31][CH:30]=4)[CH2:24][CH2:23]3)[CH2:13][O:14][CH2:15][CH2:16][Si:17]([CH3:20])([CH3:19])[CH3:18])=[N:11][C:7]=2[CH:6]=1)=O.[H-].[Li+].[Al+3].[H-].[H-].[H-], predict the reaction product. The product is: [C:29]1([CH2:28][N:25]2[CH2:24][CH2:23][CH:22]([CH2:21][N:12]([CH2:13][O:14][CH2:15][CH2:16][Si:17]([CH3:20])([CH3:19])[CH3:18])[C:10]3[N:9]([CH2:39][O:40][CH2:41][CH2:42][Si:43]([CH3:44])([CH3:45])[CH3:46])[C:8]4[CH:47]=[CH:48][C:5]([CH2:3][OH:2])=[CH:6][C:7]=4[N:11]=3)[CH2:27][CH2:26]2)[C:38]2[C:33](=[CH:34][CH:35]=[CH:36][CH:37]=2)[CH:32]=[CH:31][CH:30]=1. (4) Given the reactants [N+:1]([C:4]1[CH:9]=[CH:8][C:7]([OH:10])=[C:6]([N:11]2[CH:15]=[CH:14][CH:13]=[CH:12]2)[CH:5]=1)([O-:3])=[O:2].C([O-])([O-])=O.[K+].[K+].CC(C)=O.Br[CH2:27][C:28]([O:30][CH2:31][CH3:32])=[O:29], predict the reaction product. The product is: [CH2:31]([O:30][C:28](=[O:29])[CH2:27][O:10][C:7]1[CH:8]=[CH:9][C:4]([N+:1]([O-:3])=[O:2])=[CH:5][C:6]=1[N:11]1[CH:15]=[CH:14][CH:13]=[CH:12]1)[CH3:32].